The task is: Regression. Given two drug SMILES strings and cell line genomic features, predict the synergy score measuring deviation from expected non-interaction effect.. This data is from NCI-60 drug combinations with 297,098 pairs across 59 cell lines. (1) Drug 1: C1CC(=O)NC(=O)C1N2CC3=C(C2=O)C=CC=C3N. Drug 2: C1=NC(=NC(=O)N1C2C(C(C(O2)CO)O)O)N. Cell line: ACHN. Synergy scores: CSS=16.8, Synergy_ZIP=-7.07, Synergy_Bliss=-3.25, Synergy_Loewe=-2.74, Synergy_HSA=-0.736. (2) Drug 1: CCCCC(=O)OCC(=O)C1(CC(C2=C(C1)C(=C3C(=C2O)C(=O)C4=C(C3=O)C=CC=C4OC)O)OC5CC(C(C(O5)C)O)NC(=O)C(F)(F)F)O. Drug 2: CN(CCCl)CCCl.Cl. Cell line: MCF7. Synergy scores: CSS=29.8, Synergy_ZIP=-4.89, Synergy_Bliss=-0.944, Synergy_Loewe=-3.24, Synergy_HSA=-0.374. (3) Drug 1: CN(CC1=CN=C2C(=N1)C(=NC(=N2)N)N)C3=CC=C(C=C3)C(=O)NC(CCC(=O)O)C(=O)O. Drug 2: C1=CN(C(=O)N=C1N)C2C(C(C(O2)CO)O)O.Cl. Cell line: RPMI-8226. Synergy scores: CSS=23.3, Synergy_ZIP=-13.1, Synergy_Bliss=-6.26, Synergy_Loewe=-10.9, Synergy_HSA=-3.39. (4) Drug 1: CC1C(C(CC(O1)OC2CC(CC3=C2C(=C4C(=C3O)C(=O)C5=C(C4=O)C(=CC=C5)OC)O)(C(=O)C)O)N)O.Cl. Drug 2: CC1=C(C(=O)C2=C(C1=O)N3CC4C(C3(C2COC(=O)N)OC)N4)N. Cell line: KM12. Synergy scores: CSS=17.2, Synergy_ZIP=-9.79, Synergy_Bliss=-12.6, Synergy_Loewe=-10.2, Synergy_HSA=-8.75.